From a dataset of Reaction yield outcomes from USPTO patents with 853,638 reactions. Predict the reaction yield, written as a fraction of the theoretical maximum amount of product (1.0 means a 100% yield; for example, 0.34 means a 34% yield). (1) The reactants are [C:1]1(C)[CH:6]=[CH:5][C:4]([CH:7]2[CH:12]=[CH:11][N:10](C(=O)C(C)(C)C)[CH2:9][CH2:8]2)=[CH:3][CH:2]=1.[Br-].[Na+].[C:22](=[O:25])(O)[O-:23].[Na+]. The catalyst is O.O.O.O.C([O-])(=O)C.[Co+2].C([O-])(=O)C.O.O.O.O.C([O-])(=O)C.[Mn+2].C([O-])(=O)C.C(O)(=O)C. The product is [C:22]([C:1]1[CH:2]=[CH:3][C:4]([C:7]2[CH:8]=[CH:9][N:10]=[CH:11][CH:12]=2)=[CH:5][CH:6]=1)([OH:23])=[O:25]. The yield is 0.900. (2) The reactants are [NH2:1][C:2]1[N:7]=[C:6]([CH2:8][OH:9])[CH:5]=[CH:4][CH:3]=1.[C:10]([Si:14](Cl)([CH3:16])[CH3:15])([CH3:13])([CH3:12])[CH3:11].C(N(CC)CC)C. The catalyst is ClCCl. The product is [Si:14]([O:9][CH2:8][C:6]1[N:7]=[C:2]([NH2:1])[CH:3]=[CH:4][CH:5]=1)([C:10]([CH3:13])([CH3:12])[CH3:11])([CH3:16])[CH3:15]. The yield is 0.700. (3) The reactants are Cl[C:2]1[N:7]=[C:6]([O:8][CH3:9])[N:5]=[C:4]([NH:10][C:11]2[CH:16]=[CH:15][C:14]([N:17]3[CH:21]=[C:20]([CH2:22][OH:23])[N:19]=[CH:18]3)=[C:13]([O:24][CH3:25])[CH:12]=2)[N:3]=1.[Cl:26][C:27]1[C:32]([OH:33])=[CH:31][CH:30]=[CH:29][N:28]=1. No catalyst specified. The product is [Cl:26][C:27]1[C:32]([O:33][C:2]2[N:7]=[C:6]([O:8][CH3:9])[N:5]=[C:4]([NH:10][C:11]3[CH:16]=[CH:15][C:14]([N:17]4[CH:21]=[C:20]([CH2:22][OH:23])[N:19]=[CH:18]4)=[C:13]([O:24][CH3:25])[CH:12]=3)[N:3]=2)=[CH:31][CH:30]=[CH:29][N:28]=1. The yield is 0.430. (4) The reactants are C([Sn](CCCC)(CCCC)[C:6]1[CH:11]=[N:10][CH:9]=[CH:8][N:7]=1)CCC.Br[C:21]1[CH:22]=[C:23]([C:27]2([C:37]3[CH:42]=[C:41]([CH3:43])[C:40]([O:44][CH2:45][F:46])=[C:39]([CH3:47])[CH:38]=3)[C:35]3[C:30](=[N:31][CH:32]=[CH:33][CH:34]=3)[C:29]([NH2:36])=[N:28]2)[CH:24]=[CH:25][CH:26]=1. The catalyst is C1(C)C=CC=CC=1.CO.C1C=CC([P]([Pd]([P](C2C=CC=CC=2)(C2C=CC=CC=2)C2C=CC=CC=2)([P](C2C=CC=CC=2)(C2C=CC=CC=2)C2C=CC=CC=2)[P](C2C=CC=CC=2)(C2C=CC=CC=2)C2C=CC=CC=2)(C2C=CC=CC=2)C2C=CC=CC=2)=CC=1. The product is [F:46][CH2:45][O:44][C:40]1[C:41]([CH3:43])=[CH:42][C:37]([C:27]2([C:23]3[CH:24]=[CH:25][CH:26]=[C:21]([C:6]4[CH:11]=[N:10][CH:9]=[CH:8][N:7]=4)[CH:22]=3)[C:35]3[C:30](=[N:31][CH:32]=[CH:33][CH:34]=3)[C:29]([NH2:36])=[N:28]2)=[CH:38][C:39]=1[CH3:47]. The yield is 0.170. (5) The reactants are [OH:1][C:2]1[CH:7]=[CH:6][C:5]([N:8]2[C:13](=[O:14])[C:12]([CH2:15][C:16]3[CH:21]=[CH:20][C:19]([C:22]4[C:23]([C:28]#[N:29])=[CH:24][CH:25]=[CH:26][CH:27]=4)=[CH:18][CH:17]=3)=[C:11]([CH2:30][CH2:31][CH3:32])[N:10]=[C:9]2[CH3:33])=[CH:4][CH:3]=1.O[CH:35]1[CH2:40][CH2:39][C:38](=[O:41])[CH:37]([CH3:42])[CH2:36]1.C1(P(C2C=CC=CC=2)C2C=CC=CC=2)C=CC=CC=1.[N:63]([C:64]([O:66]C(C)C)=[O:65])=[N:63][C:64]([O:66]C(C)C)=[O:65]. The catalyst is O1CCCC1.O.C(OCC)(=O)C. The product is [OH:41][CH:38]1[CH2:39][CH2:40][CH:35]([O:1][C:2]2[CH:3]=[CH:4][C:5]([N:8]3[C:13](=[O:14])[C:12]([CH2:15][C:16]4[CH:21]=[CH:20][C:19]([C:22]5[CH:27]=[CH:26][CH:25]=[CH:24][C:23]=5[C:28]5[NH:63][C:64](=[O:65])[O:66][N:29]=5)=[CH:18][CH:17]=4)=[C:11]([CH2:30][CH2:31][CH3:32])[N:10]=[C:9]3[CH3:33])=[CH:6][CH:7]=2)[CH2:36][CH:37]1[CH3:42]. The yield is 0.330. (6) The reactants are [F:1][C:2]1[CH:16]=[CH:15][C:5]([CH2:6][O:7][CH2:8][C:9]([NH:11][CH2:12][C:13]#[CH:14])=[O:10])=[CH:4][CH:3]=1.I[C:18]1[CH:24]=[CH:23][C:21]([NH2:22])=[CH:20][CH:19]=1.C(NCC)C.NC1N=CC(C#CCNC(=O)COCC2C=CC(F)=CC=2)=CC=1. The catalyst is C1COCC1.Cl[Pd](Cl)([P](C1C=CC=CC=1)(C1C=CC=CC=1)C1C=CC=CC=1)[P](C1C=CC=CC=1)(C1C=CC=CC=1)C1C=CC=CC=1.[Cu](I)I. The product is [NH2:22][C:21]1[CH:23]=[CH:24][C:18]([C:14]#[C:13][CH2:12][NH:11][C:9](=[O:10])[CH2:8][O:7][CH2:6][C:5]2[CH:4]=[CH:3][C:2]([F:1])=[CH:16][CH:15]=2)=[CH:19][CH:20]=1. The yield is 0.800. (7) The reactants are [Br:1][CH2:2][CH2:3][CH2:4][CH2:5][CH3:6].[CH2:7]([P:9]([CH2:12][CH3:13])[CH2:10][CH3:11])[CH3:8].CCCCCC. The catalyst is C1(C)C=CC=CC=1. The product is [Br-:1].[CH2:7]([P+:9]([CH2:12][CH3:13])([CH2:10][CH3:11])[CH2:2][CH2:3][CH2:4][CH2:5][CH3:6])[CH3:8]. The yield is 0.890. (8) The reactants are [CH3:1][N:2]([CH3:27])[C:3]1[CH:8]=[CH:7][C:6](/[CH:9]=[CH:10]/[C:11](=[O:26])[CH2:12][C:13](=[O:25])/[CH:14]=[CH:15]/[C:16]2[CH:21]=[CH:20][C:19]([OH:22])=[C:18]([O:23][CH3:24])[CH:17]=2)=[CH:5][CH:4]=1. The catalyst is C(OCC)(=O)C.[Pd]. The product is [CH3:27][N:2]([CH3:1])[C:3]1[CH:8]=[CH:7][C:6]([CH2:9][CH2:10][C:11](=[O:26])[CH2:12][C:13](=[O:25])[CH2:14][CH2:15][C:16]2[CH:21]=[CH:20][C:19]([OH:22])=[C:18]([O:23][CH3:24])[CH:17]=2)=[CH:5][CH:4]=1. The yield is 0.530.